This data is from Full USPTO retrosynthesis dataset with 1.9M reactions from patents (1976-2016). The task is: Predict the reactants needed to synthesize the given product. (1) Given the product [CH2:1]([O:8][C:9](=[O:25])[NH:10][CH:11]([C:14]1([CH3:24])[CH2:15][CH2:16][C:17](=[O:18])[CH2:22][CH2:23]1)[CH2:12][CH3:13])[C:2]1[CH:3]=[CH:4][CH:5]=[CH:6][CH:7]=1, predict the reactants needed to synthesize it. The reactants are: [CH2:1]([O:8][C:9](=[O:25])[NH:10][CH:11]([C:14]1([CH3:24])[CH2:23][CH2:22][C:17]2(OCC[O:18]2)[CH2:16][CH2:15]1)[CH2:12][CH3:13])[C:2]1[CH:7]=[CH:6][CH:5]=[CH:4][CH:3]=1.C(=O)(O)[O-].[Na+]. (2) Given the product [CH3:1][C:2]1[C:7]([CH3:8])=[CH:6][CH:5]=[CH:4][C:3]=1[NH:9][C:10](=[O:16])[CH2:11][CH2:12][C:13]([O:15][CH3:17])=[O:14], predict the reactants needed to synthesize it. The reactants are: [CH3:1][C:2]1[C:7]([CH3:8])=[CH:6][CH:5]=[CH:4][C:3]=1[NH:9][C:10](=[O:16])[CH2:11][CH2:12][C:13]([OH:15])=[O:14].[CH3:17][SiH](C)C. (3) The reactants are: [C:1]([C:3]1[C:4]([NH2:25])=[N:5][C:6]([NH2:24])=[N:7][C:8]=1[O:9][CH2:10][CH2:11][O:12][CH2:13][P:14]([O:20][CH:21]([CH3:23])[CH3:22])([O:16][CH:17]([CH3:19])[CH3:18])=[O:15])#N.S(=O)(=O)(O)[OH:27]. Given the product [CH:1]([C:3]1[C:4]([NH2:25])=[N:5][C:6]([NH2:24])=[N:7][C:8]=1[O:9][CH2:10][CH2:11][O:12][CH2:13][P:14]([O:20][CH:21]([CH3:23])[CH3:22])([O:16][CH:17]([CH3:19])[CH3:18])=[O:15])=[O:27], predict the reactants needed to synthesize it.